Dataset: Forward reaction prediction with 1.9M reactions from USPTO patents (1976-2016). Task: Predict the product of the given reaction. (1) The product is: [CH2:15]([O:17][C:18](=[O:28])[C@@H:19]([NH:20][C:11]([C:9]1[NH:8][C:5]2=[CH:6][N:7]=[C:2]([Cl:1])[CH:3]=[C:4]2[CH:10]=1)=[O:13])[CH2:21][C:22]1[CH:27]=[CH:26][CH:25]=[CH:24][CH:23]=1)[CH3:16]. Given the reactants [Cl:1][C:2]1[CH:3]=[C:4]2[CH:10]=[C:9]([C:11]([OH:13])=O)[NH:8][C:5]2=[CH:6][N:7]=1.Cl.[CH2:15]([O:17][C:18](=[O:28])[C@H:19]([CH2:21][C:22]1[CH:27]=[CH:26][CH:25]=[CH:24][CH:23]=1)[NH2:20])[CH3:16].C1C=CC2N(O)N=NC=2C=1.CCN(C(C)C)C(C)C.CCN=C=NCCCN(C)C, predict the reaction product. (2) Given the reactants [C:1]([O:5][C:6]([NH:8][C@H:9]([CH2:14][C:15]1[CH:20]=[C:19]([F:21])[C:18]([F:22])=[CH:17][C:16]=1[F:23])[CH2:10][C:11](O)=[O:12])=[O:7])([CH3:4])([CH3:3])[CH3:2].ClC(OCC)=O.[B-].[Na+].Cl, predict the reaction product. The product is: [C:1]([O:5][C:6](=[O:7])[NH:8][C@H:9]([CH2:14][C:15]1[CH:20]=[C:19]([F:21])[C:18]([F:22])=[CH:17][C:16]=1[F:23])[CH2:10][CH2:11][OH:12])([CH3:4])([CH3:2])[CH3:3]. (3) Given the reactants [N:1]1[CH:6]=[CH:5][C:4]([C:7]2[N:8]=[C:9]([N:16]3[C:24]4[C:19](=[CH:20][CH:21]=[C:22]([O:25][CH2:26][C:27]([N:29]5[CH2:33][CH2:32][CH2:31][CH2:30]5)=[O:28])[CH:23]=4)[CH2:18][CH2:17]3)[C:10]3[CH2:15][S:14][CH2:13][C:11]=3[N:12]=2)=[CH:3][CH:2]=1.ClC1C=C(C=CC=1)C(OO)=[O:39], predict the reaction product. The product is: [O:39]=[S:14]1[CH2:15][C:10]2[C:9]([N:16]3[C:24]4[C:19](=[CH:20][CH:21]=[C:22]([O:25][CH2:26][C:27]([N:29]5[CH2:33][CH2:32][CH2:31][CH2:30]5)=[O:28])[CH:23]=4)[CH2:18][CH2:17]3)=[N:8][C:7]([C:4]3[CH:3]=[CH:2][N:1]=[CH:6][CH:5]=3)=[N:12][C:11]=2[CH2:13]1.